From a dataset of Reaction yield outcomes from USPTO patents with 853,638 reactions. Predict the reaction yield, written as a fraction of the theoretical maximum amount of product (1.0 means a 100% yield; for example, 0.34 means a 34% yield). The reactants are C1(P(=[CH:20][C:21]([O:23][CH2:24][CH3:25])=[O:22])(C2C=CC=CC=2)C2C=CC=CC=2)C=CC=CC=1.[C:26]([O:30][C:31](=[O:61])[NH:32][CH:33](C=O)[CH2:34][C:35]1[N:36]=[CH:37][N:38]([C:40]([C:53]2[CH:58]=[CH:57][CH:56]=[CH:55][CH:54]=2)([C:47]2[CH:52]=[CH:51][CH:50]=[CH:49][CH:48]=2)[C:41]2[CH:46]=[CH:45][CH:44]=[CH:43][CH:42]=2)[CH:39]=1)([CH3:29])([CH3:28])[CH3:27].[CH2:62]1COCC1. No catalyst specified. The product is [CH2:24]([O:23][C:21](=[O:22])[CH:20]=[CH:62][CH:33]([NH:32][C:31]([O:30][C:26]([CH3:28])([CH3:27])[CH3:29])=[O:61])[CH2:34][C:35]1[N:36]=[CH:37][N:38]([C:40]([C:47]2[CH:48]=[CH:49][CH:50]=[CH:51][CH:52]=2)([C:53]2[CH:58]=[CH:57][CH:56]=[CH:55][CH:54]=2)[C:41]2[CH:46]=[CH:45][CH:44]=[CH:43][CH:42]=2)[CH:39]=1)[CH3:25]. The yield is 0.670.